This data is from Full USPTO retrosynthesis dataset with 1.9M reactions from patents (1976-2016). The task is: Predict the reactants needed to synthesize the given product. (1) Given the product [F:32][C:33]([F:40])([F:39])[S:34]([O-:37])(=[O:36])=[O:35].[CH3:33][N+:6]1[C:7]2[C:12](=[CH:11][CH:10]=[CH:9][CH:8]=2)[C:13]([C:15]([O:17][C:18]2[CH:19]=[CH:20][C:21]([O:24][Si:25]([C:28]([CH3:31])([CH3:30])[CH3:29])([CH3:26])[CH3:27])=[CH:22][CH:23]=2)=[O:16])=[C:14]2[C:5]=1[CH:4]=[CH:3][CH:2]=[CH:1]2, predict the reactants needed to synthesize it. The reactants are: [CH:1]1[C:14]2[C:5](=[N:6][C:7]3[C:12]([C:13]=2[C:15]([O:17][C:18]2[CH:23]=[CH:22][C:21]([O:24][Si:25]([C:28]([CH3:31])([CH3:30])[CH3:29])([CH3:27])[CH3:26])=[CH:20][CH:19]=2)=[O:16])=[CH:11][CH:10]=[CH:9][CH:8]=3)[CH:4]=[CH:3][CH:2]=1.[F:32][C:33]([F:40])([F:39])[S:34]([O:37]C)(=[O:36])=[O:35]. (2) Given the product [Br:12][C:11]1[CH:10]=[CH:9][C:4]([C:5]([O:7][CH3:8])=[O:6])=[C:3]([N+:13]([O-:15])=[O:14])[C:2]=1[NH:1][C:16](=[O:21])[C:17]([CH3:20])([CH3:19])[CH3:18], predict the reactants needed to synthesize it. The reactants are: [NH2:1][C:2]1[C:3]([N+:13]([O-:15])=[O:14])=[C:4]([CH:9]=[CH:10][C:11]=1[Br:12])[C:5]([O:7][CH3:8])=[O:6].[C:16](O[C:16](=[O:21])[C:17]([CH3:20])([CH3:19])[CH3:18])(=[O:21])[C:17]([CH3:20])([CH3:19])[CH3:18].S(=O)(=O)(O)O. (3) Given the product [CH3:58][C@@H:45]1[C@@H:46]([NH:51][C:12]([CH:11]2[CH2:10][CH2:9][S:8](=[O:16])(=[O:15])[N:7]2[CH2:6][C:5]2[CH:17]=[CH:18][CH:19]=[C:3]([C:1]#[N:2])[CH:4]=2)=[O:14])[CH2:47][C@H:48]2[CH2:49][C@@H:50]1[C:21]2([CH3:25])[CH3:22], predict the reactants needed to synthesize it. The reactants are: [C:1]([C:3]1[CH:4]=[C:5]([CH:17]=[CH:18][CH:19]=1)[CH2:6][N:7]1[CH:11]([C:12]([OH:14])=O)[CH2:10][CH2:9][S:8]1(=[O:16])=[O:15])#[N:2].N[C@@H:21]([CH2:25]CSSCC[C@H](N)C(O)=O)[C:22](O)=O.CN(C(ON1N=[N:51][C:46]2[CH:47]=[CH:48][CH:49]=[CH:50][C:45]1=2)=[N+](C)C)C.[B-](F)(F)(F)F.[CH:58](N(C(C)C)CC)(C)C. (4) Given the product [C:2]([C:6]1[S:7][C:8]2[C:13](=[O:14])[N:12]([C:15]3[CH:20]=[CH:19][CH:18]=[C:17]([C:21]4[CH:26]=[C:25]([NH:27][C:28]5[CH:32]=[C:31]([CH3:33])[N:30]([CH3:34])[N:29]=5)[C:24](=[O:35])[NH:23][N:22]=4)[C:16]=3[CH3:44])[CH2:11][C:9]=2[N:10]=1)([CH3:5])([CH3:4])[CH3:3], predict the reactants needed to synthesize it. The reactants are: Cl.[C:2]([C:6]1[S:7][C:8]2[C:13](=[O:14])[N:12]([C:15]3[CH:20]=[CH:19][CH:18]=[C:17]([C:21]4[CH:26]=[C:25]([NH:27][C:28]5[CH:32]=[C:31]([CH3:33])[N:30]([CH3:34])[N:29]=5)[C:24](=[O:35])[N:23](COCC[Si](C)(C)C)[N:22]=4)[C:16]=3[CH3:44])[CH2:11][C:9]=2[N:10]=1)([CH3:5])([CH3:4])[CH3:3].C1(OC)C=CC=CC=1. (5) Given the product [NH2:1][C:19](=[O:21])[C:18]([N:15]1[CH2:16][CH2:17][C:13]2([C:7]3[C:8](=[CH:9][CH:10]=[C:5]([Cl:4])[CH:6]=3)[N:11]([C:25]([NH:26][C:27]3[S:28][C:29]([Cl:32])=[CH:30][N:31]=3)=[O:33])[CH2:12]2)[CH2:14]1)=[O:24], predict the reactants needed to synthesize it. The reactants are: [NH3:1].CO.[Cl:4][C:5]1[CH:6]=[C:7]2[C:13]3([CH2:17][CH2:16][N:15]([C:18](=[O:24])[C:19]([O:21]CC)=O)[CH2:14]3)[CH2:12][N:11]([C:25](=[O:33])[NH:26][C:27]3[S:28][C:29]([Cl:32])=[CH:30][N:31]=3)[C:8]2=[CH:9][CH:10]=1. (6) Given the product [Cl:1][C:2]1[CH:3]=[C:4]([CH2:14][N:15]2[C:19]([CH3:20])=[CH:18][C:17]([C:21]([NH:31][CH:32]3[CH2:33][CH2:34][N:35]([C:38]([O:40][C:41]([CH3:44])([CH3:43])[CH3:42])=[O:39])[CH2:36][CH2:37]3)=[O:22])=[N:16]2)[C:5]2[O:9][C:8]([CH:10]([CH3:12])[CH3:11])=[CH:7][C:6]=2[CH:13]=1, predict the reactants needed to synthesize it. The reactants are: [Cl:1][C:2]1[CH:3]=[C:4]([CH2:14][N:15]2[C:19]([CH3:20])=[CH:18][C:17]([C:21](Cl)=[O:22])=[N:16]2)[C:5]2[O:9][C:8]([CH:10]([CH3:12])[CH3:11])=[CH:7][C:6]=2[CH:13]=1.CCN(CC)CC.[NH2:31][CH:32]1[CH2:37][CH2:36][N:35]([C:38]([O:40][C:41]([CH3:44])([CH3:43])[CH3:42])=[O:39])[CH2:34][CH2:33]1.